From a dataset of Catalyst prediction with 721,799 reactions and 888 catalyst types from USPTO. Predict which catalyst facilitates the given reaction. (1) Reactant: [CH3:1][O:2][CH2:3][C@@H:4]1[CH2:8][N:7]([C:9]([O:11][C:12]([CH3:15])([CH3:14])[CH3:13])=[O:10])[C@H:6]([C:16]([O:18][CH2:19][C:20](=[O:40])[C:21]2[CH:22]=[CH:23][C:24]3[C:33]4[CH:32]=[C:31]5[CH2:34][CH2:35][CH2:36][C:37](=[O:38])[C:30]5=[CH:29][C:28]=4[O:27][CH2:26][C:25]=3[CH:39]=2)=[O:17])[CH2:5]1.[Br-:41].[Br-].[Br-].[NH+]1C=CC=CC=1.[NH+]1C=CC=CC=1.[NH+]1C=CC=CC=1. Product: [CH3:1][O:2][CH2:3][C@@H:4]1[CH2:8][N:7]([C:9]([O:11][C:12]([CH3:15])([CH3:13])[CH3:14])=[O:10])[C@H:6]([C:16]([O:18][CH2:19][C:20]([C:21]2[CH:22]=[CH:23][C:24]3[C:33]4[CH:32]=[C:31]5[CH2:34][CH2:35][CH:36]([Br:41])[C:37](=[O:38])[C:30]5=[CH:29][C:28]=4[O:27][CH2:26][C:25]=3[CH:39]=2)=[O:40])=[O:17])[CH2:5]1. The catalyst class is: 61. (2) Reactant: C([N:8]1[CH2:13][CH2:12][O:11][CH:10]([CH2:14][N:15]2[C:23]3[C:18](=[CH:19][C:20]([O:24][CH:25]([F:27])[F:26])=[CH:21][CH:22]=3)[C:17]([C:28]3[N:29]=[C:30]4[C:36]([C:37]([NH:39][C:40]([CH3:43])([CH3:42])[CH3:41])=[O:38])=[CH:35][N:34]([CH2:44][O:45][CH2:46][CH2:47][Si:48]([CH3:51])([CH3:50])[CH3:49])[C:31]4=[N:32][CH:33]=3)=[N:16]2)[CH2:9]1)C1C=CC=CC=1.[H][H]. Product: [C:40]([NH:39][C:37]([C:36]1[C:30]2[C:31](=[N:32][CH:33]=[C:28]([C:17]3[C:18]4[C:23](=[CH:22][CH:21]=[C:20]([O:24][CH:25]([F:27])[F:26])[CH:19]=4)[N:15]([CH2:14][CH:10]4[O:11][CH2:12][CH2:13][NH:8][CH2:9]4)[N:16]=3)[N:29]=2)[N:34]([CH2:44][O:45][CH2:46][CH2:47][Si:48]([CH3:51])([CH3:50])[CH3:49])[CH:35]=1)=[O:38])([CH3:43])([CH3:42])[CH3:41]. The catalyst class is: 407. (3) Reactant: [N+:1]([C:4]1[CH:5]=[CH:6][CH:7]=[C:8]2[C:13]=1[N:12]=[C:11]([CH3:14])[CH:10]=[CH:9]2)([O-])=O. Product: [CH3:14][C:11]1[CH:10]=[CH:9][C:8]2[C:13](=[C:4]([NH2:1])[CH:5]=[CH:6][CH:7]=2)[N:12]=1. The catalyst class is: 63. (4) Reactant: [F:1][C@@H:2]1[CH2:6][CH2:5][N:4]([CH2:7][C:8]2[CH:9]=[C:10]3[N:16]=[C:15]([C:17]4[CH:23]=[CH:22][CH:21]=[CH:20][C:18]=4[NH2:19])[S:14][C:11]3=[N:12][CH:13]=2)[CH2:3]1.C(N(CC)CC)C.[N:31]12[CH2:38][CH2:37][CH:34]([CH2:35][CH2:36]1)[CH:33]([O:39][C:40]1[CH:41]=[C:42]([CH:46]=[CH:47][CH:48]=1)[C:43](Cl)=[O:44])[CH2:32]2. Product: [F:1][C@@H:2]1[CH2:6][CH2:5][N:4]([CH2:7][C:8]2[CH:9]=[C:10]3[N:16]=[C:15]([C:17]4[CH:23]=[CH:22][CH:21]=[CH:20][C:18]=4[NH:19][C:43](=[O:44])[C:42]4[CH:46]=[CH:47][CH:48]=[C:40]([O:39][CH:33]5[CH:34]6[CH2:35][CH2:36][N:31]([CH2:38][CH2:37]6)[CH2:32]5)[CH:41]=4)[S:14][C:11]3=[N:12][CH:13]=2)[CH2:3]1. The catalyst class is: 61.